This data is from Reaction yield outcomes from USPTO patents with 853,638 reactions. The task is: Predict the reaction yield, written as a fraction of the theoretical maximum amount of product (1.0 means a 100% yield; for example, 0.34 means a 34% yield). (1) The reactants are Br[C:2]1[CH:7]=[N:6][CH:5]=[C:4]2[N:8]([CH2:11][CH2:12][O:13][CH3:14])[N:9]=[CH:10][C:3]=12.[F:15][C:16]1[CH:21]=[C:20](B2OC(C)(C)C(C)(C)O2)[CH:19]=[CH:18][C:17]=1[NH2:31].C1(C)C=CC=CC=1.C([O-])([O-])=O.[Na+].[Na+]. The catalyst is O.C(OCC)(=O)C.C1C=CC([P]([Pd]([P](C2C=CC=CC=2)(C2C=CC=CC=2)C2C=CC=CC=2)([P](C2C=CC=CC=2)(C2C=CC=CC=2)C2C=CC=CC=2)[P](C2C=CC=CC=2)(C2C=CC=CC=2)C2C=CC=CC=2)(C2C=CC=CC=2)C2C=CC=CC=2)=CC=1.CCO. The product is [F:15][C:16]1[CH:21]=[C:20]([C:2]2[CH:7]=[N:6][CH:5]=[C:4]3[N:8]([CH2:11][CH2:12][O:13][CH3:14])[N:9]=[CH:10][C:3]=23)[CH:19]=[CH:18][C:17]=1[NH2:31]. The yield is 0.800. (2) The reactants are [C:1]([C:5]1[CH:9]=[C:8]([NH:10][C:11](=[O:19])OC2C=CC=CC=2)[N:7]([CH2:20][CH3:21])[N:6]=1)([CH3:4])([CH3:3])[CH3:2].C(N(CC)C(C)C)(C)C.[CH3:31][O:32][C:33]1[CH:34]=[C:35]2[C:40](=[CH:41][C:42]=1[O:43][CH3:44])[N:39]=[CH:38][N:37]=[C:36]2[S:45][C:46]1[CH:47]=[C:48]([CH:50]=[CH:51][CH:52]=1)[NH2:49]. The catalyst is C1COCC1. The product is [C:1]([C:5]1[CH:9]=[C:8]([NH:10][C:11]([NH:49][C:48]2[CH:50]=[CH:51][CH:52]=[C:46]([S:45][C:36]3[C:35]4[C:40](=[CH:41][C:42]([O:43][CH3:44])=[C:33]([O:32][CH3:31])[CH:34]=4)[N:39]=[CH:38][N:37]=3)[CH:47]=2)=[O:19])[N:7]([CH2:20][CH3:21])[N:6]=1)([CH3:2])([CH3:3])[CH3:4]. The yield is 0.190. (3) The reactants are [Cl:1][C:2]1[N:3]([NH2:13])[CH:4]=[C:5]([C:7]2[CH:8]=[N:9][CH:10]=[CH:11][CH:12]=2)[N:6]=1.C(N(CC)CC)C.[C:21](Cl)(=[O:23])[CH3:22]. The catalyst is ClCCl. The product is [Cl:1][C:2]1[N:3]([NH:13][C:21](=[O:23])[CH3:22])[CH:4]=[C:5]([C:7]2[CH:8]=[N:9][CH:10]=[CH:11][CH:12]=2)[N:6]=1. The yield is 0.270. (4) The reactants are O.[OH-].[Li+].[C:4]([C:6]1[C:7]([S:18][CH3:19])=[N:8][C:9]([OH:17])=[C:10]([CH:16]=1)[C:11]([O:13]CC)=[O:12])#[N:5]. The catalyst is C(O)C.O. The product is [C:4]([C:6]1[C:7]([S:18][CH3:19])=[N:8][C:9]([OH:17])=[C:10]([CH:16]=1)[C:11]([OH:13])=[O:12])#[N:5]. The yield is 0.950. (5) The reactants are C([O:3][C:4](=[O:36])[CH2:5][O:6][C:7]1[CH:12]=[CH:11][CH:10]=[C:9]([CH2:13][CH2:14][N:15]([CH2:29][CH2:30][CH2:31][CH2:32][CH2:33][CH2:34][CH3:35])[C:16]([NH:18][C:19]2[CH:24]=[CH:23][C:22]([O:25][CH3:26])=[CH:21][C:20]=2[O:27][CH3:28])=[O:17])[CH:8]=1)C.C(=O)([O-])[O-].[K+].[K+].CO. The catalyst is O. The product is [CH3:28][O:27][C:20]1[CH:21]=[C:22]([O:25][CH3:26])[CH:23]=[CH:24][C:19]=1[NH:18][C:16](=[O:17])[N:15]([CH2:14][CH2:13][C:9]1[CH:8]=[C:7]([CH:12]=[CH:11][CH:10]=1)[O:6][CH2:5][C:4]([OH:36])=[O:3])[CH2:29][CH2:30][CH2:31][CH2:32][CH2:33][CH2:34][CH3:35]. The yield is 0.900. (6) The reactants are [CH3:1][CH:2]1[C:10]2[C:5](=[CH:6][CH:7]=[CH:8][CH:9]=2)[N:4]([CH2:11][CH2:12][CH2:13][N:14]2[CH2:44][CH2:43][C:17]3([N:21]([C:22]4[CH:27]=[CH:26][CH:25]=[CH:24][CH:23]=4)[CH2:20][N:19]([CH2:28][C:29]4[CH:30]=[C:31]([CH:39]=[CH:40][CH:41]=4)[C:32]([O:34]C(C)(C)C)=[O:33])[C:18]3=[O:42])[CH2:16][CH2:15]2)[C:3]1=[O:45]. The catalyst is Cl.O1CCOCC1. The product is [CH3:1][CH:2]1[C:10]2[C:5](=[CH:6][CH:7]=[CH:8][CH:9]=2)[N:4]([CH2:11][CH2:12][CH2:13][N:14]2[CH2:44][CH2:43][C:17]3([N:21]([C:22]4[CH:27]=[CH:26][CH:25]=[CH:24][CH:23]=4)[CH2:20][N:19]([CH2:28][C:29]4[CH:30]=[C:31]([CH:39]=[CH:40][CH:41]=4)[C:32]([OH:34])=[O:33])[C:18]3=[O:42])[CH2:16][CH2:15]2)[C:3]1=[O:45]. The yield is 0.140.